From a dataset of CYP2D6 inhibition data for predicting drug metabolism from PubChem BioAssay. Regression/Classification. Given a drug SMILES string, predict its absorption, distribution, metabolism, or excretion properties. Task type varies by dataset: regression for continuous measurements (e.g., permeability, clearance, half-life) or binary classification for categorical outcomes (e.g., BBB penetration, CYP inhibition). Dataset: cyp2d6_veith. (1) The molecule is CC(C)=CCC/C(C)=C/CO. The result is 0 (non-inhibitor). (2) The compound is CN1CCN(c2ncc3ncc(=O)n(C4CC4)c3n2)CC1. The result is 0 (non-inhibitor). (3) The drug is CC1CN(C(NC(=O)C(C)(C)C)C(Cl)(Cl)Cl)CC(C)O1. The result is 0 (non-inhibitor). (4) The compound is N#CC(c1ccc(Cl)cc1)c1nc2ccccc2nc1C(F)(F)F. The result is 0 (non-inhibitor). (5) The compound is CCC(=O)Nc1ccc2c(c1)C(=O)c1ccccc1C2=O. The result is 1 (inhibitor). (6) The drug is Nc1ccc(S(=O)(=O)c2ccc(NC(=O)c3cccnc3)cc2)cc1. The result is 0 (non-inhibitor). (7) The compound is Cc1ccccc1-c1nc(Nc2ccncc2)c2ccccc2n1. The result is 0 (non-inhibitor). (8) The drug is O=C1N=C(N2CCC(Cc3ccccc3)CC2)S/C1=C/c1cn[nH]c1-c1ccccc1. The result is 0 (non-inhibitor). (9) The drug is O=C(CCCc1ccccc1)N1CCN(c2ccc([N+](=O)[O-])cc2)CC1. The result is 0 (non-inhibitor). (10) The molecule is CCC(=O)NC(NCC1CCCO1)C(Cl)(Cl)Cl. The result is 0 (non-inhibitor).